From a dataset of Catalyst prediction with 721,799 reactions and 888 catalyst types from USPTO. Predict which catalyst facilitates the given reaction. (1) Reactant: [Cl:1][C:2]1[CH:34]=[CH:33][CH:32]=[C:31]([C:35]([F:38])([F:37])[F:36])[C:3]=1[C:4]([N:6]1[C:14]2[C:9](=[N:10][CH:11]=[C:12]([NH:15][CH2:16][CH2:17][O:18][CH3:19])[CH:13]=2)[C:8]([C:20]2[CH:29]=[CH:28][C:23]([C:24]([O:26]C)=[O:25])=[CH:22][C:21]=2[F:30])=[N:7]1)=[O:5].O[Li].O. Product: [Cl:1][C:2]1[CH:34]=[CH:33][CH:32]=[C:31]([C:35]([F:36])([F:37])[F:38])[C:3]=1[C:4]([N:6]1[C:14]2[C:9](=[N:10][CH:11]=[C:12]([NH:15][CH2:16][CH2:17][O:18][CH3:19])[CH:13]=2)[C:8]([C:20]2[CH:29]=[CH:28][C:23]([C:24]([OH:26])=[O:25])=[CH:22][C:21]=2[F:30])=[N:7]1)=[O:5]. The catalyst class is: 20. (2) Reactant: [C:1]1([C:7]2([OH:12])[CH2:11][CH2:10][NH:9][CH2:8]2)[CH:6]=[CH:5][CH:4]=[CH:3][CH:2]=1.CN(C(ON1N=NC2C=CC=CC1=2)=[N+](C)C)C.[B-](F)(F)(F)F.C(N(C(C)C)C(C)C)C.[CH3:44][C:45]1[CH:50]=[CH:49][C:48]([C:51]2[C:55]([C:56](O)=[O:57])=[CH:54][O:53][N:52]=2)=[CH:47][CH:46]=1. Product: [CH3:44][C:45]1[CH:46]=[CH:47][C:48]([C:51]2[C:55]([C:56]([N:9]3[CH2:10][CH2:11][C:7]([C:1]4[CH:2]=[CH:3][CH:4]=[CH:5][CH:6]=4)([OH:12])[CH2:8]3)=[O:57])=[CH:54][O:53][N:52]=2)=[CH:49][CH:50]=1. The catalyst class is: 3. (3) Reactant: C([O:3][C:4]([C:6]1([S:16]([C:19]2[CH:24]=[CH:23][C:22]([O:25][CH3:26])=[CH:21][CH:20]=2)(=[O:18])=[O:17])[CH2:11][CH2:10][N:9]([C:12]([CH3:15])([CH3:14])[CH3:13])[CH2:8][CH2:7]1)=[O:5])C. Product: [C:12]([N:9]1[CH2:8][CH2:7][C:6]([S:16]([C:19]2[CH:24]=[CH:23][C:22]([O:25][CH3:26])=[CH:21][CH:20]=2)(=[O:18])=[O:17])([C:4]([OH:5])=[O:3])[CH2:11][CH2:10]1)([CH3:15])([CH3:14])[CH3:13]. The catalyst class is: 273.